Dataset: Full USPTO retrosynthesis dataset with 1.9M reactions from patents (1976-2016). Task: Predict the reactants needed to synthesize the given product. Given the product [CH3:29][CH2:28][N:19]([C:20]1[CH:21]=[CH:22][C:23]([NH2:36])=[C:50]([CH3:51])[CH:49]=1)[CH2:24][CH3:25], predict the reactants needed to synthesize it. The reactants are: OP([O-])(O)=O.[K+].[OH-].[Na+].O.S([O-])([O-])(=O)=O.C([N+:19]([CH2:28][CH2:29]CC)([CH2:24][CH2:25]CC)[CH2:20][CH2:21][CH2:22][CH3:23])CCC.C([N+:36](CCCC)(CCCC)CCCC)CCC.[CH3:49][CH2:50][CH2:51]CCC.